This data is from Reaction yield outcomes from USPTO patents with 853,638 reactions. The task is: Predict the reaction yield, written as a fraction of the theoretical maximum amount of product (1.0 means a 100% yield; for example, 0.34 means a 34% yield). (1) The reactants are [C:1](Cl)(=[O:3])[CH3:2].[C:5]1(=[O:12])[CH2:10][CH2:9][CH2:8][C:7](=[O:11])[CH2:6]1.N1C=CC=CC=1. The catalyst is C(Cl)(Cl)Cl. The product is [C:1]([O:11][C:7]1[CH2:8][CH2:9][CH2:10][C:5](=[O:12])[CH:6]=1)(=[O:3])[CH3:2]. The yield is 0.740. (2) The reactants are [Br:1][C:2]1[CH:14]=[C:13]2[C:5]([C:6]3[CH:7]=[CH:8][C:9]([C:17]4[NH:21][C:20]([C@@H:22]5[CH2:26][CH2:25][CH2:24][N:23]5[C:27]([O:29]C(C)(C)C)=O)=[N:19][CH:18]=4)=[CH:10][C:11]=3[C:12]2([F:16])[F:15])=[CH:4][CH:3]=1.Cl.O1CCOCC1.[CH3:41][O:42][C:43]([NH:45][C@@H:46]([CH:50]([CH3:52])[CH3:51])C(O)=O)=[O:44].CN(C(ON1N=NC2C=CC=NC1=2)=[N+](C)C)C.F[P-](F)(F)(F)(F)F.C(N(C(C)C)CC)(C)C. The catalyst is C(OCC)(=O)C.CO. The product is [Br:1][C:2]1[CH:14]=[C:13]2[C:5]([C:6]3[CH:7]=[CH:8][C:9]([C:17]4[NH:21][C:20]([C@@H:22]5[CH2:26][CH2:25][CH2:24][N:23]5[C:27](=[O:29])[C@@H:46]([NH:45][C:43](=[O:44])[O:42][CH3:41])[CH:50]([CH3:52])[CH3:51])=[N:19][CH:18]=4)=[CH:10][C:11]=3[C:12]2([F:15])[F:16])=[CH:4][CH:3]=1. The yield is 0.590. (3) The reactants are [Cl:1][C:2]1[CH:7]=[CH:6][C:5]([N:8]2[C:12]([CH3:13])=[C:11]([C:14]([NH2:16])=[O:15])[N:10]=[C:9]2[C:17]2[CH:22]=[CH:21][C:20]([Cl:23])=[CH:19][C:18]=2[Cl:24])=[CH:4][CH:3]=1.C[Si]([N-][Si](C)(C)C)(C)C.[Na+].[CH2:35]([CH:37]([CH2:41][CH3:42])[C:38](Cl)=[O:39])[CH3:36].C([O-])(O)=O.[Na+]. The catalyst is C1COCC1. The product is [Cl:1][C:2]1[CH:7]=[CH:6][C:5]([N:8]2[C:12]([CH3:13])=[C:11]([C:14]([NH:16][C:38](=[O:39])[CH:37]([CH2:41][CH3:42])[CH2:35][CH3:36])=[O:15])[N:10]=[C:9]2[C:17]2[CH:22]=[CH:21][C:20]([Cl:23])=[CH:19][C:18]=2[Cl:24])=[CH:4][CH:3]=1. The yield is 0.250.